This data is from Catalyst prediction with 721,799 reactions and 888 catalyst types from USPTO. The task is: Predict which catalyst facilitates the given reaction. (1) Reactant: [C:1]([C:4]1[C:22](=[O:23])[C@@:8]2([CH3:24])[C:9]3[C:15]([OH:16])=[CH:14][C:13]([O:17][CH3:18])=[C:12]([C:19]([NH2:21])=[O:20])[C:10]=3[O:11][C:7]2=[CH:6][C:5]=1[OH:25])(=[O:3])[CH3:2].[F:26][C:27]1[CH:34]=[C:33]([F:35])[CH:32]=[CH:31][C:28]=1[CH:29]=O.C([SiH](CC)CC)C.FC(F)(F)C(O)=O. Product: [C:1]([C:4]1[C:22](=[O:23])[C@@:8]2([CH3:24])[C:9]3[C:15]([OH:16])=[CH:14][C:13]([O:17][CH3:18])=[C:12]([C:19]([NH:21][CH2:29][C:28]4[CH:31]=[CH:32][C:33]([F:35])=[CH:34][C:27]=4[F:26])=[O:20])[C:10]=3[O:11][C:7]2=[CH:6][C:5]=1[OH:25])(=[O:3])[CH3:2]. The catalyst class is: 11. (2) Reactant: [C:1]([O:4][C@H:5]1[C@H:10]([N:11]=[C:12]=[S:13])[C@@H:9]([O:14][C:15](=[O:17])[CH3:16])[C@H:8]([O:18][C:19](=[O:21])[CH3:20])[C@@H:7]([CH2:22][O:23][C:24](=[O:26])[CH3:25])[O:6]1)(=[O:3])[CH3:2].Cl.[F:28][CH2:29][CH2:30][CH2:31][NH2:32].CCN(C(C)C)C(C)C. Product: [C:1]([O:4][C@H:5]1[C@H:10]([NH:11][C:12]([NH:32][CH2:31][CH2:30][CH2:29][F:28])=[S:13])[C@@H:9]([O:14][C:15](=[O:17])[CH3:16])[C@H:8]([O:18][C:19](=[O:21])[CH3:20])[C@@H:7]([CH2:22][O:23][C:24](=[O:26])[CH3:25])[O:6]1)(=[O:3])[CH3:2]. The catalyst class is: 2. (3) Reactant: [H-].[Na+].CN(C)C=O.[CH3:8][C:9]1[O:13][C:12]([C:14]2[CH:19]=[CH:18][CH:17]=[CH:16][CH:15]=2)=[N:11][C:10]=1[CH2:20][O:21][C:22]1[CH:42]=[CH:41][C:25]([CH2:26][N:27]2[C:39]3[CH:38]=[CH:37][CH:36]=[C:35]([OH:40])[C:34]=3[C:33]3[C:28]2=[CH:29][CH:30]=[CH:31][CH:32]=3)=[CH:24][C:23]=1[O:43][CH3:44].Br[C@H:46]([CH2:52][CH3:53])[C:47]([O:49][CH2:50][CH3:51])=[O:48]. Product: [CH3:44][O:43][C:23]1[CH:24]=[C:25]([CH:41]=[CH:42][C:22]=1[O:21][CH2:20][C:10]1[N:11]=[C:12]([C:14]2[CH:15]=[CH:16][CH:17]=[CH:18][CH:19]=2)[O:13][C:9]=1[CH3:8])[CH2:26][N:27]1[C:39]2[CH:38]=[CH:37][CH:36]=[C:35]([O:40][C@@H:46]([CH2:52][CH3:53])[C:47]([O:49][CH2:50][CH3:51])=[O:48])[C:34]=2[C:33]2[C:28]1=[CH:29][CH:30]=[CH:31][CH:32]=2. The catalyst class is: 6. (4) Reactant: C[C:2]([O-:5])(C)C.[K+].CO.[F:9][C:10]1[CH:15]=[CH:14][C:13]([C:16]2[C:17]3[C:28]([C:29]#[N:30])=[CH:27][N:26](COCC[Si](C)(C)C)[C:18]=3[N:19]=[C:20](S(C)(=O)=O)[N:21]=2)=[C:12]([CH3:39])[CH:11]=1.[F-].C([N+](CCCC)(CCCC)CCCC)CCC. Product: [F:9][C:10]1[CH:15]=[CH:14][C:13]([C:16]2[C:17]3[C:28]([C:29]#[N:30])=[CH:27][NH:26][C:18]=3[N:19]=[C:20]([O:5][CH3:2])[N:21]=2)=[C:12]([CH3:39])[CH:11]=1. The catalyst class is: 1. (5) Reactant: [CH:1]1([CH2:4][C:5](=O)/[C:6](/[C:11]2[CH:16]=[CH:15][N:14]=[C:13]([NH:17][C:18]3[CH:23]=[CH:22][N:21]=[CH:20][CH:19]=3)[N:12]=2)=[CH:7]\N(C)C)[CH2:3][CH2:2]1.[OH:25][CH2:26][C@@H:27]([NH:29][C:30]([NH2:32])=[NH:31])[CH3:28].C(=O)([O-])[O-].[K+].[K+]. Product: [CH:1]1([CH2:4][C:5]2[C:6]([C:11]3[CH:16]=[CH:15][N:14]=[C:13]([NH:17][C:18]4[CH:23]=[CH:22][N:21]=[CH:20][CH:19]=4)[N:12]=3)=[CH:7][N:32]=[C:30]([NH:29][C@@H:27]([CH3:28])[CH2:26][OH:25])[N:31]=2)[CH2:3][CH2:2]1. The catalyst class is: 3.